From a dataset of Catalyst prediction with 721,799 reactions and 888 catalyst types from USPTO. Predict which catalyst facilitates the given reaction. (1) Reactant: Cl.[CH3:2][O:3][C:4]([C:6]1[CH:7]=[C:8]2[C:12](=[CH:13][CH:14]=1)[CH2:11][CH2:10][C@H:9]2[NH2:15])=[O:5].CCN(C(C)C)C(C)C.[C:25]1([C:35](Cl)=[O:36])[C:34]2[C:29](=[CH:30][CH:31]=[CH:32][CH:33]=2)[CH:28]=[CH:27][CH:26]=1. Product: [C:25]1([C:35]([NH:15][C@H:9]2[C:8]3[C:12](=[CH:13][CH:14]=[C:6]([C:4]([O:3][CH3:2])=[O:5])[CH:7]=3)[CH2:11][CH2:10]2)=[O:36])[C:34]2[C:29](=[CH:30][CH:31]=[CH:32][CH:33]=2)[CH:28]=[CH:27][CH:26]=1. The catalyst class is: 96. (2) The catalyst class is: 18. Product: [CH3:9][O:8][C:6]([C:3]1[CH:4]=[CH:5][N:1]([CH2:11][C:12]([OH:14])=[O:13])[CH:2]=1)=[O:7]. Reactant: [NH:1]1[CH:5]=[CH:4][C:3]([C:6]([O:8][CH3:9])=[O:7])=[CH:2]1.Br[CH2:11][C:12]([O:14]C(C)(C)C)=[O:13].C(=O)([O-])[O-].[Cs+].[Cs+].[Li+].[OH-]. (3) Product: [O:32]=[S:2]1(=[O:1])[C:7]2[CH:8]=[CH:9][CH:10]=[CH:11][C:6]=2[NH:5][C:4]([C:12]2[C:13](=[O:31])[N:14]([NH:23][CH:24]3[CH2:29][CH2:28][CH2:27][C@@H:26]([CH3:30])[CH2:25]3)[C:15]3[C:20]([C:21]=2[OH:22])=[CH:19][CH:18]=[CH:17][CH:16]=3)=[N:3]1. The catalyst class is: 30. Reactant: [O:1]=[S:2]1(=[O:32])[C:7]2[CH:8]=[CH:9][CH:10]=[CH:11][C:6]=2[NH:5][C:4]([C:12]2[C:13](=[O:31])[N:14]([N:23]=[C:24]3[CH2:29][CH2:28][CH2:27][C@@H:26]([CH3:30])[CH2:25]3)[C:15]3[C:20]([C:21]=2[OH:22])=[CH:19][CH:18]=[CH:17][CH:16]=3)=[N:3]1.CO.[BH4-].[Li+].Cl. (4) Reactant: [CH3:1][O:2][C:3]1[CH:12]=[C:11]2[C:6]([C:7]([CH3:14])=[N:8][C:9](O)=[N:10]2)=[CH:5][CH:4]=1.O=P(Cl)(Cl)[Cl:17]. Product: [Cl:17][C:9]1[N:8]=[C:7]([CH3:14])[C:6]2[C:11](=[CH:12][C:3]([O:2][CH3:1])=[CH:4][CH:5]=2)[N:10]=1. The catalyst class is: 6.